From a dataset of NCI-60 drug combinations with 297,098 pairs across 59 cell lines. Regression. Given two drug SMILES strings and cell line genomic features, predict the synergy score measuring deviation from expected non-interaction effect. Drug 1: COC1=CC(=CC(=C1O)OC)C2C3C(COC3=O)C(C4=CC5=C(C=C24)OCO5)OC6C(C(C7C(O6)COC(O7)C8=CC=CS8)O)O. Drug 2: CCC1(CC2CC(C3=C(CCN(C2)C1)C4=CC=CC=C4N3)(C5=C(C=C6C(=C5)C78CCN9C7C(C=CC9)(C(C(C8N6C)(C(=O)OC)O)OC(=O)C)CC)OC)C(=O)OC)O.OS(=O)(=O)O. Cell line: MALME-3M. Synergy scores: CSS=41.9, Synergy_ZIP=-10.00, Synergy_Bliss=-3.33, Synergy_Loewe=-1.88, Synergy_HSA=-1.07.